This data is from Reaction yield outcomes from USPTO patents with 853,638 reactions. The task is: Predict the reaction yield, written as a fraction of the theoretical maximum amount of product (1.0 means a 100% yield; for example, 0.34 means a 34% yield). (1) The reactants are Br[C:2]1[C:3]([Cl:12])=[N:4][C:5]([O:10][CH3:11])=[N:6][C:7]=1[O:8][CH3:9].[CH:13]1(B(O)O)[CH2:15][CH2:14]1.ClCl.C([O-])([O-])=O.[Na+].[Na+]. The catalyst is [Pd].C1C=CC(P(C2C=CC=CC=2)[C-]2C=CC=C2)=CC=1.C1C=CC(P(C2C=CC=CC=2)[C-]2C=CC=C2)=CC=1.[Fe+2].C(OCC)(=O)C.COCCOC. The product is [Cl:12][C:3]1[C:2]([CH:13]2[CH2:15][CH2:14]2)=[C:7]([O:8][CH3:9])[N:6]=[C:5]([O:10][CH3:11])[N:4]=1. The yield is 0.650. (2) The reactants are [NH2:1][C:2]1[CH:3]=[C:4]([CH:21]=[CH:22][C:23]=1[CH3:24])[O:5][C:6]1[CH:7]=[CH:8][C:9]2[N:10]([CH:12]=[C:13]([NH:15][C:16]([CH:18]3[CH2:20][CH2:19]3)=[O:17])[N:14]=2)[N:11]=1.[CH3:25][N:26]1[CH:30]=[C:29]([CH3:31])[C:28]([C:32](O)=[O:33])=[N:27]1.S(Cl)(Cl)=O. The catalyst is CN(C)C=O.CN(C)C(=O)C. The product is [CH:18]1([C:16]([NH:15][C:13]2[N:14]=[C:9]3[CH:8]=[CH:7][C:6]([O:5][C:4]4[CH:21]=[CH:22][C:23]([CH3:24])=[C:2]([NH:1][C:32]([C:28]5[C:29]([CH3:31])=[CH:30][N:26]([CH3:25])[N:27]=5)=[O:33])[CH:3]=4)=[N:11][N:10]3[CH:12]=2)=[O:17])[CH2:20][CH2:19]1. The yield is 0.470. (3) The reactants are C([O:8][C:9]1[N:14]=[C:13]([N:15]2[CH2:36][CH2:35][C:18]3([C:22](=[O:23])[N:21]([C:24]4[CH:29]=[CH:28][C:27]([O:30][C:31]([F:34])([F:33])[F:32])=[CH:26][CH:25]=4)[CH2:20][CH2:19]3)[CH2:17][CH2:16]2)[CH:12]=[CH:11][CH:10]=1)C1C=CC=CC=1. The catalyst is CO.[Pd]. The product is [OH:8][C:9]1[N:14]=[C:13]([N:15]2[CH2:36][CH2:35][C:18]3([C:22](=[O:23])[N:21]([C:24]4[CH:29]=[CH:28][C:27]([O:30][C:31]([F:32])([F:34])[F:33])=[CH:26][CH:25]=4)[CH2:20][CH2:19]3)[CH2:17][CH2:16]2)[CH:12]=[CH:11][CH:10]=1. The yield is 0.230. (4) The reactants are C([N:4]1[CH:12]=[N:11][C:10]2[C:5]1=[N:6][C:7](N)=[N:8][C:9]=2[Cl:13])(=O)C.[Cl:15][Si](Cl)(C)C.N(OCCC(C)C)=O. The catalyst is [Cl-].C([N+](CC)(CC)CC)C.CCCCCCC. The product is [Cl:15][C:7]1[N:6]=[C:5]2[C:10]([NH:11][CH:12]=[N:4]2)=[C:9]([Cl:13])[N:8]=1. The yield is 0.738. (5) The reactants are N[CH2:2][C:3]([O:5][CH2:6][CH3:7])=[O:4].[N:8]([O-:10])=O.[Na+].[ClH:12]. The catalyst is O. The product is [Cl:12]/[C:2](=[N:8]\[OH:10])/[C:3]([O:5][CH2:6][CH3:7])=[O:4]. The yield is 0.421. (6) The reactants are [CH3:1][C:2]1[N:7]=[C:6]2[S:8][C:9]3[CH2:14][CH2:13][CH2:12][CH2:11][C:10]=3[C:5]2=[C:4]([C:15]2[CH:16]=[N:17][N:18]([CH3:20])[CH:19]=2)[C:3]=1[CH:21]([O:26][C:27]([CH3:30])([CH3:29])[CH3:28])[C:22]([O:24]C)=[O:23].[OH-].[Na+]. The catalyst is CO. The product is [CH3:1][C:2]1[N:7]=[C:6]2[S:8][C:9]3[CH2:14][CH2:13][CH2:12][CH2:11][C:10]=3[C:5]2=[C:4]([C:15]2[CH:16]=[N:17][N:18]([CH3:20])[CH:19]=2)[C:3]=1[CH:21]([O:26][C:27]([CH3:30])([CH3:29])[CH3:28])[C:22]([OH:24])=[O:23]. The yield is 0.290.